This data is from Full USPTO retrosynthesis dataset with 1.9M reactions from patents (1976-2016). The task is: Predict the reactants needed to synthesize the given product. (1) Given the product [C:13]1([C:12]2[S:6][N:5]=[C:4]([C:7]([O:9][CH2:10][CH3:11])=[O:8])[N:19]=2)[CH:18]=[CH:17][CH:16]=[CH:15][CH:14]=1, predict the reactants needed to synthesize it. The reactants are: O=C1[S:6][N:5]=[C:4]([C:7]([O:9][CH2:10][CH3:11])=[O:8])O1.[C:12](#[N:19])[C:13]1[CH:18]=[CH:17][CH:16]=[CH:15][CH:14]=1.ClC1C=CC=CC=1Cl. (2) The reactants are: [Cl:1][C:2]1[CH:7]=[C:6]([O:8][CH3:9])[C:5]([O:10][CH2:11][C:12]2[C:17]([O:18][CH3:19])=[CH:16][CH:15]=[CH:14][C:13]=2[F:20])=[CH:4][C:3]=1[N:21]1[C:29](=[O:30])[NH:28][C:27]2[C:22]1=[N:23][C:24]([CH2:33][Cl:34])=[N:25][C:26]=2[O:31][CH3:32].[N:35]([C:38]1[N:46]=[C:45]2[C:41]([N:42](C)[C:43](=[O:67])[N:44]2[C:47]2[CH:52]=[C:51]([O:53][CH2:54][C:55]3[C:60]([O:61][CH3:62])=[CH:59][CH:58]=[CH:57][C:56]=3[F:63])[C:50]([O:64][CH3:65])=[CH:49][C:48]=2[Cl:66])=[C:40]([O:69][CH3:70])[N:39]=1)=[N+:36]=[N-:37]. Given the product [Cl:1][C:2]1[CH:7]=[C:6]([O:8][CH3:9])[C:5]([O:10][CH2:11][C:12]2[C:17]([O:18][CH3:19])=[CH:16][CH:15]=[CH:14][C:13]=2[F:20])=[CH:4][C:3]=1[N:21]1[C:29](=[O:30])[NH:28][C:27]2[C:22]1=[N:23][C:24]([CH2:33][Cl:34])=[N:25][C:26]=2[O:31][CH3:32].[N:35]([CH2:33][C:24]1[N:23]=[C:22]2[C:27]([NH:28][C:29](=[O:30])[N:21]2[C:3]2[CH:4]=[C:5]([O:10][CH2:11][C:12]3[C:17]([O:18][CH3:19])=[CH:16][CH:15]=[CH:14][C:13]=3[F:20])[C:6]([O:8][CH3:9])=[CH:7][C:2]=2[Cl:1])=[C:26]([O:31][CH3:32])[N:25]=1)=[N+:36]=[N-:37].[NH2:21][CH2:3][C:38]1[N:46]=[C:45]2[C:41]([NH:42][C:43](=[O:67])[N:44]2[C:47]2[CH:52]=[C:51]([O:53][CH2:54][C:55]3[C:60]([O:61][CH3:62])=[CH:59][CH:58]=[CH:57][C:56]=3[F:63])[C:50]([O:64][CH3:65])=[CH:49][C:48]=2[Cl:66])=[C:40]([O:69][CH3:70])[N:39]=1, predict the reactants needed to synthesize it. (3) Given the product [Si:14]([O:13][C:11]([C:9]1[CH:8]=[CH:7][CH:6]=[C:5]2[C:10]=1[N:1]=[CH:2][CH:3]=[CH:4]2)=[CH2:12])([C:17]([CH3:20])([CH3:19])[CH3:18])([CH3:16])[CH3:15], predict the reactants needed to synthesize it. The reactants are: [N:1]1[C:10]2[C:5](=[CH:6][CH:7]=[CH:8][C:9]=2[C:11](=[O:13])[CH3:12])[CH:4]=[CH:3][CH:2]=1.[Si:14](OS(C(F)(F)F)(=O)=O)([C:17]([CH3:20])([CH3:19])[CH3:18])([CH3:16])[CH3:15]. (4) Given the product [NH2:22][C:5]1[C:6]([NH:8][CH:9]2[CH2:10][CH2:11][N:12]([C:15]([O:17][C:18]([CH3:21])([CH3:20])[CH3:19])=[O:16])[CH2:13][CH2:14]2)=[N:7][C:2]([Cl:1])=[N:3][CH:4]=1, predict the reactants needed to synthesize it. The reactants are: [Cl:1][C:2]1[N:7]=[C:6]([NH:8][CH:9]2[CH2:14][CH2:13][N:12]([C:15]([O:17][C:18]([CH3:21])([CH3:20])[CH3:19])=[O:16])[CH2:11][CH2:10]2)[C:5]([N+:22]([O-])=O)=[CH:4][N:3]=1.O.O.[Sn](Cl)Cl.N. (5) Given the product [C:40]([O:39][C:38](=[O:44])[NH:37][C@H:35]1[CH2:36][C@@H:33]([NH:32][C:21]([C:20]2[C:14]3[C:15](=[N:16][CH:17]=[C:12]([C:6]4[C:5]5[C:9](=[CH:10][C:2]([F:1])=[CH:3][CH:4]=5)[N:8]([CH3:11])[N:7]=4)[N:13]=3)[N:18]([CH2:24][O:25][CH2:26][CH2:27][Si:28]([CH3:31])([CH3:29])[CH3:30])[CH:19]=2)=[O:23])[CH2:34]1)([CH3:43])([CH3:41])[CH3:42], predict the reactants needed to synthesize it. The reactants are: [F:1][C:2]1[CH:10]=[C:9]2[C:5]([C:6]([C:12]3[N:13]=[C:14]4[C:20]([C:21]([OH:23])=O)=[CH:19][N:18]([CH2:24][O:25][CH2:26][CH2:27][Si:28]([CH3:31])([CH3:30])[CH3:29])[C:15]4=[N:16][CH:17]=3)=[N:7][N:8]2[CH3:11])=[CH:4][CH:3]=1.[NH2:32][C@@H:33]1[CH2:36][C@H:35]([NH:37][C:38](=[O:44])[O:39][C:40]([CH3:43])([CH3:42])[CH3:41])[CH2:34]1.C(N(CC)C(C)C)(C)C.CN(C(ON1N=NC2C=CC=NC1=2)=[N+](C)C)C.F[P-](F)(F)(F)(F)F. (6) Given the product [NH:38]1[C:39]2[C:35](=[C:34]([CH2:33][NH:32][C:21]3[CH:20]=[C:19]([C:5]4[CH:6]=[N:7][CH:8]=[C:3]([O:2][CH3:1])[CH:4]=4)[N:24]=[C:23]([C:25]4[CH:30]=[CH:29][CH:28]=[C:27]([CH3:31])[N:26]=4)[N:22]=3)[CH:42]=[CH:41][CH:40]=2)[CH:36]=[CH:37]1, predict the reactants needed to synthesize it. The reactants are: [CH3:1][O:2][C:3]1[CH:4]=[C:5](B(O)O)[CH:6]=[N:7][CH:8]=1.C(=O)([O-])[O-].[Na+].[Na+].Cl[C:19]1[N:24]=[C:23]([C:25]2[CH:30]=[CH:29][CH:28]=[C:27]([CH3:31])[N:26]=2)[N:22]=[C:21]([NH:32][CH2:33][C:34]2[CH:42]=[CH:41][CH:40]=[C:39]3[C:35]=2[CH:36]=[CH:37][NH:38]3)[CH:20]=1. (7) Given the product [F:85][C:42]([F:41])([C@H:46]1[C@H:51]([O:52][CH2:53][C:54]2[CH:55]=[CH:56][CH:57]=[CH:58][CH:59]=2)[C@@H:50]([O:60][CH2:61][C:62]2[CH:67]=[CH:66][CH:65]=[CH:64][CH:63]=2)[C@H:49]([O:68][CH2:69][C:70]2[CH:71]=[CH:72][CH:73]=[CH:74][CH:75]=2)[C@@H:48]([CH2:76][O:77][CH2:78][C:79]2[CH:80]=[CH:81][CH:82]=[CH:83][CH:84]=2)[O:47]1)[CH2:43][NH:1][C@@H:2]1[C:14]2[C:6](=[CH:7][C:8]3[O:12][CH2:11][O:10][C:9]=3[CH:13]=2)[C@@H:5]([C:15]2[CH:16]=[C:17]([O:24][CH3:25])[C:18]([OH:23])=[C:19]([O:21][CH3:22])[CH:20]=2)[C@H:4]2[C:26](=[O:29])[O:27][CH2:28][C@H:3]12, predict the reactants needed to synthesize it. The reactants are: [NH2:1][C@@H:2]1[C:14]2[C:6](=[CH:7][C:8]3[O:12][CH2:11][O:10][C:9]=3[CH:13]=2)[C@@H:5]([C:15]2[CH:20]=[C:19]([O:21][CH3:22])[C:18]([OH:23])=[C:17]([O:24][CH3:25])[CH:16]=2)[C@H:4]2[C:26](=[O:29])[O:27][CH2:28][C@H:3]12.C([BH3-])#N.[Na+].C(O)(C(F)(F)F)=O.[F:41][C:42]([F:85])([C@H:46]1[C@H:51]([O:52][CH2:53][C:54]2[CH:59]=[CH:58][CH:57]=[CH:56][CH:55]=2)[C@@H:50]([O:60][CH2:61][C:62]2[CH:67]=[CH:66][CH:65]=[CH:64][CH:63]=2)[C@H:49]([O:68][CH2:69][C:70]2[CH:75]=[CH:74][CH:73]=[CH:72][CH:71]=2)[C@@H:48]([CH2:76][O:77][CH2:78][C:79]2[CH:84]=[CH:83][CH:82]=[CH:81][CH:80]=2)[O:47]1)[CH:43](O)O. (8) Given the product [CH2:20]([S:27][C:7]1[CH:8]=[CH:9][C:2]([Br:1])=[C:3]([CH:6]=1)[CH:4]=[O:5])[C:21]1[CH:26]=[CH:25][CH:24]=[CH:23][CH:22]=1, predict the reactants needed to synthesize it. The reactants are: [Br:1][C:2]1[CH:9]=[CH:8][C:7](I)=[CH:6][C:3]=1[CH:4]=[O:5].C(N(CC)C(C)C)(C)C.[CH2:20]([SH:27])[C:21]1[CH:26]=[CH:25][CH:24]=[CH:23][CH:22]=1.